Dataset: Full USPTO retrosynthesis dataset with 1.9M reactions from patents (1976-2016). Task: Predict the reactants needed to synthesize the given product. (1) Given the product [C:1]1([C:3](=[CH:5][CH:6]=[CH:7][CH:8]=1)[O-:4])[O-:2].[Mg+2:12], predict the reactants needed to synthesize it. The reactants are: [C:1]1([C:3](=[CH:5][CH:6]=[CH:7][CH:8]=1)[OH:4])[OH:2].[O-]CC.[Mg+2:12].[O-]CC. (2) Given the product [C:1]([C:5]1[O:9][C:8]([NH:10][C:11]2[CH:12]=[CH:13][CH:14]=[C:15]3[C:20]=2[CH2:19][C:18](=[O:21])[CH2:17][CH2:16]3)=[N:7][CH:6]=1)([CH3:4])([CH3:2])[CH3:3], predict the reactants needed to synthesize it. The reactants are: [C:1]([C:5]1[O:9][C:8]([NH:10][C:11]2[C:20]3[CH2:19][C:18]([O:21]CC)=[CH:17][CH2:16][C:15]=3[CH:14]=[CH:13][CH:12]=2)=[N:7][CH:6]=1)([CH3:4])([CH3:3])[CH3:2].C(OC1CC2C(NC3OC(C4C=CC(C(F)(F)F)=CC=4)=CN=3)=CC=CC=2CC=1)C. (3) Given the product [CH3:18][C:11]1[CH:10]=[C:9]([CH:14]=[CH:13][C:12]=1[N+:15]([O-:17])=[O:16])[O:8][C:6]1[CH:5]=[CH:4][N:3]=[C:2]([NH:32][C:29]2[CH:28]=[CH:27][C:26]([N:23]3[CH2:22][CH2:21][N:20]([CH3:19])[CH2:25][CH2:24]3)=[CH:31][CH:30]=2)[N:7]=1, predict the reactants needed to synthesize it. The reactants are: Cl[C:2]1[N:7]=[C:6]([O:8][C:9]2[CH:14]=[CH:13][C:12]([N+:15]([O-:17])=[O:16])=[C:11]([CH3:18])[CH:10]=2)[CH:5]=[CH:4][N:3]=1.[CH3:19][N:20]1[CH2:25][CH2:24][N:23]([C:26]2[CH:31]=[CH:30][C:29]([NH2:32])=[CH:28][CH:27]=2)[CH2:22][CH2:21]1.Cl.CC(O)C. (4) The reactants are: [Cl:1][C:2]1[C:10]([N+:11]([O-:13])=[O:12])=[CH:9][CH:8]=[CH:7][C:3]=1[C:4]([OH:6])=[O:5].S(Cl)(Cl)=O.[CH3:18]O. Given the product [Cl:1][C:2]1[C:10]([N+:11]([O-:13])=[O:12])=[CH:9][CH:8]=[CH:7][C:3]=1[C:4]([O:6][CH3:18])=[O:5], predict the reactants needed to synthesize it.